Dataset: Full USPTO retrosynthesis dataset with 1.9M reactions from patents (1976-2016). Task: Predict the reactants needed to synthesize the given product. (1) Given the product [CH3:1][S:2][C:3]1[N:4]=[CH:5][C:6]2[S:11][C:10]([C:12]([O:14][CH3:15])=[O:13])=[C:9]([C:24]3[CH:29]=[CH:28][CH:27]=[CH:26][CH:25]=3)[C:7]=2[N:8]=1, predict the reactants needed to synthesize it. The reactants are: [CH3:1][S:2][C:3]1[N:4]=[CH:5][C:6]2[S:11][C:10]([C:12]([O:14][CH3:15])=[O:13])=[C:9](OS(C(F)(F)F)(=O)=O)[C:7]=2[N:8]=1.[C:24]1(B(O)O)[CH:29]=[CH:28][CH:27]=[CH:26][CH:25]=1.CC(N=P(N1CCCC1)(N1CCCC1)N1CCCC1)(C)C. (2) Given the product [F:19][CH:13]1[C:14]([CH3:17])([OH:18])[CH2:15][CH2:16][NH:11][CH2:12]1, predict the reactants needed to synthesize it. The reactants are: C(OC([N:11]1[CH2:16][CH2:15][C:14]([OH:18])([CH3:17])[CH:13]([F:19])[CH2:12]1)=O)C1C=CC=CC=1. (3) Given the product [N+:1]([C:4]1[C:5]([N:10]2[CH2:15][CH2:14][C:13](=[CH:16][C:17]#[C:18][C:20]3[CH:21]=[N:22][C:23]4[C:28]([CH:29]=3)=[CH:27][CH:26]=[CH:25][CH:24]=4)[CH2:12][CH2:11]2)=[N:6][CH:7]=[CH:8][CH:9]=1)([O-:3])=[O:2], predict the reactants needed to synthesize it. The reactants are: [N+:1]([C:4]1[C:5]([N:10]2[CH2:15][CH2:14][C:13](=[CH:16][C:17]#[CH:18])[CH2:12][CH2:11]2)=[N:6][CH:7]=[CH:8][CH:9]=1)([O-:3])=[O:2].Br[C:20]1[CH:21]=[N:22][C:23]2[C:28]([CH:29]=1)=[CH:27][CH:26]=[CH:25][CH:24]=2.[F-].C([N+](CCCC)(CCCC)CCCC)CCC. (4) The reactants are: [CH3:1][O:2][C:3](=[O:16])[CH2:4][O:5][C:6]1[C:7]([N+:13]([O-])=O)=[N:8][C:9]([Br:12])=[CH:10][CH:11]=1.Cl.C(=O)(O)[O-].[Na+]. Given the product [CH3:1][O:2][C:3](=[O:16])[CH2:4][O:5][C:6]1[C:7]([NH2:13])=[N:8][C:9]([Br:12])=[CH:10][CH:11]=1, predict the reactants needed to synthesize it. (5) Given the product [CH3:22][O:21][C:18]1[CH:19]=[CH:20][C:15]([N:12]2[C:11]3[CH:10]=[CH:9][CH:8]=[CH:7][C:6]=3[C:5]3[C:13]2=[CH:1][CH:2]=[CH:3][CH:4]=3)=[CH:16][CH:17]=1, predict the reactants needed to synthesize it. The reactants are: [CH:1]1[C:13]2[NH:12][C:11]3[C:6](=[CH:7][CH:8]=[CH:9][CH:10]=3)[C:5]=2[CH:4]=[CH:3][CH:2]=1.I[C:15]1[CH:20]=[CH:19][C:18]([O:21][CH3:22])=[CH:17][CH:16]=1.C1OCCOCCOCCOCCOCCOC1.C(=O)([O-])[O-].[K+].[K+]. (6) Given the product [C:1]([NH:4][C:5]1[C:14]([N+:33]([O-:35])=[O:34])=[CH:13][C:8]([C:9]([O:11][CH3:12])=[O:10])=[C:7]([OH:15])[CH:6]=1)(=[O:3])[CH3:2], predict the reactants needed to synthesize it. The reactants are: [C:1]([NH:4][C:5]1[CH:14]=[CH:13][C:8]([C:9]([O:11][CH3:12])=[O:10])=[C:7]([OH:15])[CH:6]=1)(=[O:3])[CH3:2].C(NC1C=CC(C(OC)=O)=C(O)C=1)(=O)CCC.[N+:33]([O-])([OH:35])=[O:34].O. (7) Given the product [N-:1]([S:2]([C:5]([F:8])([F:6])[F:7])(=[O:4])=[O:3])[S:9]([C:12]([F:15])([F:14])[F:13])(=[O:11])=[O:10].[CH2:18]([N+:20]1[C:24]2[CH:25]=[CH:26][CH:27]=[CH:28][C:23]=2[S:22][C:21]=1[CH3:29])[CH3:19], predict the reactants needed to synthesize it. The reactants are: [N-:1]([S:9]([C:12]([F:15])([F:14])[F:13])(=[O:11])=[O:10])[S:2]([C:5]([F:8])([F:7])[F:6])(=[O:4])=[O:3].[Li+].[Br-].[CH2:18]([N+:20]1[C:24]2[CH:25]=[CH:26][CH:27]=[CH:28][C:23]=2[S:22][C:21]=1[CH3:29])[CH3:19].